This data is from Full USPTO retrosynthesis dataset with 1.9M reactions from patents (1976-2016). The task is: Predict the reactants needed to synthesize the given product. (1) The reactants are: [O:1]=[C:2]1[C@H:8]([CH2:9][C:10]([O:12][CH2:13][CH2:14][N:15]2[CH2:20][CH2:19][O:18][CH2:17][CH2:16]2)=[O:11])[CH2:7][C:6]2[CH:21]=[CH:22][C:23]([O:25][CH2:26][CH2:27][C:28]3[N:29]=[C:30]4[N:35](C(OC(C)(C)C)=O)[CH2:34][CH2:33][CH2:32][N:31]4[CH:43]=3)=[CH:24][C:5]=2[CH2:4][N:3]1[CH2:44][C:45]([F:48])([F:47])[F:46].[ClH:49].O1CCOCC1. Given the product [ClH:49].[O:1]=[C:2]1[C@H:8]([CH2:9][C:10]([O:12][CH2:13][CH2:14][N:15]2[CH2:16][CH2:17][O:18][CH2:19][CH2:20]2)=[O:11])[CH2:7][C:6]2[CH:21]=[CH:22][C:23]([O:25][CH2:26][CH2:27][C:28]3[N:29]=[C:30]4[NH:35][CH2:34][CH2:33][CH2:32][N:31]4[CH:43]=3)=[CH:24][C:5]=2[CH2:4][N:3]1[CH2:44][C:45]([F:47])([F:48])[F:46], predict the reactants needed to synthesize it. (2) Given the product [NH2:7][CH:8]1[CH2:13][CH2:12][CH:11]([CH2:14][NH:15][C:16]2[C:21]([N+:22]([O-:24])=[O:23])=[CH:20][N:19]=[C:18]([NH:25][CH2:26][C:27]3[CH:32]=[CH:31][CH:30]=[C:29]([Br:33])[C:28]=3[CH3:34])[N:17]=2)[CH2:10][CH2:9]1, predict the reactants needed to synthesize it. The reactants are: C(OC(=O)[NH:7][CH:8]1[CH2:13][CH2:12][CH:11]([CH2:14][NH:15][C:16]2[C:21]([N+:22]([O-:24])=[O:23])=[CH:20][N:19]=[C:18]([NH:25][CH2:26][C:27]3[CH:32]=[CH:31][CH:30]=[C:29]([Br:33])[C:28]=3[CH3:34])[N:17]=2)[CH2:10][CH2:9]1)(C)(C)C.FC(F)(F)C(O)=O. (3) Given the product [NH2:18][C:17]([CH3:27])([CH2:19][N:7]1[N:6]=[C:5]2[C:9]([CH3:11])=[CH:10][C:2]([Cl:1])=[C:3]([CH3:12])[C:4]2=[N:8]1)[C:16]#[N:22].[Cl:1][C:2]1[CH:10]=[C:9]([CH3:11])[C:5]2[NH:6][N:7]=[N:8][C:4]=2[C:3]=1[CH3:12].[Cl:13][C:14]1[CH:20]=[C:19]([CH3:21])[C:17]([NH2:18])=[C:16]([N+:22]([O-:24])=[O:23])[C:15]=1[CH3:25], predict the reactants needed to synthesize it. The reactants are: [Cl:1][C:2]1[CH:10]=[C:9]([CH3:11])[C:5]2[NH:6][N:7]=[N:8][C:4]=2[C:3]=1[CH3:12].[Cl:13][C:14]1[CH:20]=[C:19]([CH3:21])[C:17]([NH2:18])=[C:16]([N+:22]([O-:24])=[O:23])[C:15]=1[CH3:25].Cl[C:27]1C(C)=CC(N)=C(C)C=1. (4) Given the product [OH:12][CH2:10][C:9]1[CH:8]=[CH:7][C:4]([C:5]#[N:6])=[CH:3][C:2]=1[CH3:1], predict the reactants needed to synthesize it. The reactants are: [CH3:1][C:2]1[CH:3]=[C:4]([CH:7]=[CH:8][C:9]=1[CH:10]=C)[C:5]#[N:6].[O:12]=[O+][O-].[BH4-].[Na+].O. (5) Given the product [NH2:7][CH2:8][C:9]1[CH:10]=[C:11]([CH:15]2[CH2:16][CH2:17][N:18]([C:21](=[O:47])[CH2:22][C@@H:23]3[N:29]=[C:28]([C:30]4[CH:35]=[CH:34][C:33]([Cl:36])=[CH:32][CH:31]=4)[C:27]4[CH:37]=[C:38]([O:41][CH3:42])[CH:39]=[CH:40][C:26]=4[N:25]4[C:43]([CH3:46])=[N:44][N:45]=[C:24]34)[CH2:19][CH2:20]2)[CH:12]=[CH:13][CH:14]=1, predict the reactants needed to synthesize it. The reactants are: C(OC(=O)[NH:7][CH2:8][C:9]1[CH:14]=[CH:13][CH:12]=[C:11]([CH:15]2[CH2:20][CH2:19][N:18]([C:21](=[O:47])[CH2:22][C@@H:23]3[N:29]=[C:28]([C:30]4[CH:35]=[CH:34][C:33]([Cl:36])=[CH:32][CH:31]=4)[C:27]4[CH:37]=[C:38]([O:41][CH3:42])[CH:39]=[CH:40][C:26]=4[N:25]4[C:43]([CH3:46])=[N:44][N:45]=[C:24]34)[CH2:17][CH2:16]2)[CH:10]=1)(C)(C)C.C(O)(C(F)(F)F)=O. (6) Given the product [F:1][C:2]1[CH:15]=[CH:14][CH:13]=[C:12]([F:16])[C:3]=1[C:4]([NH:6][C:7]1[CH:11]=[CH:10][N:9]([CH2:28][C:29]2[CH:34]=[CH:33][C:32]([N+:35]([O-:37])=[O:36])=[CH:31][C:30]=2[CH3:38])[N:8]=1)=[O:5], predict the reactants needed to synthesize it. The reactants are: [F:1][C:2]1[CH:15]=[CH:14][CH:13]=[C:12]([F:16])[C:3]=1[C:4]([NH:6][C:7]1[CH:11]=[CH:10][NH:9][N:8]=1)=[O:5].C[Si]([N-][Si](C)(C)C)(C)C.[Li+].Br[CH2:28][C:29]1[CH:34]=[CH:33][C:32]([N+:35]([O-:37])=[O:36])=[CH:31][C:30]=1[CH3:38].